Dataset: Reaction yield outcomes from USPTO patents with 853,638 reactions. Task: Predict the reaction yield, written as a fraction of the theoretical maximum amount of product (1.0 means a 100% yield; for example, 0.34 means a 34% yield). (1) The reactants are [CH3:1][O:2][C:3]([C:5]1([C:8]2[CH:13]=[CH:12][C:11]([O:14]C)=[C:10]([N+:16]([O-:18])=[O:17])[CH:9]=2)[CH2:7][CH2:6]1)=[O:4].B(Br)(Br)Br.O. The catalyst is C(Cl)Cl. The product is [CH3:1][O:2][C:3]([C:5]1([C:8]2[CH:13]=[CH:12][C:11]([OH:14])=[C:10]([N+:16]([O-:18])=[O:17])[CH:9]=2)[CH2:6][CH2:7]1)=[O:4]. The yield is 0.780. (2) The reactants are [O:1]1[CH2:6][CH2:5][CH:4]([OH:7])[CH2:3][CH2:2]1.CC(C)([O-])C.[K+].Cl[C:15]1[CH:25]=[CH:24][C:18]([C:19]([O:21][CH2:22][CH3:23])=[O:20])=[CH:17][N:16]=1.O. The catalyst is C1COCC1. The product is [O:1]1[CH2:6][CH2:5][CH:4]([O:7][C:15]2[N:16]=[CH:17][C:18]([C:19]([O:21][CH2:22][CH3:23])=[O:20])=[CH:24][CH:25]=2)[CH2:3][CH2:2]1. The yield is 0.350. (3) The reactants are [CH2:1]([O:8][C:9](=[O:14])[C@@H:10]([CH2:12][OH:13])[NH2:11])[C:2]1[CH:7]=[CH:6][CH:5]=[CH:4][CH:3]=1.[C:15]([O:26][C@H:27]([CH2:32][CH2:33][CH2:34][CH2:35][CH2:36][CH2:37][CH2:38][CH2:39][CH2:40][CH2:41][CH3:42])[CH2:28][C:29](O)=[O:30])(=[O:25])[CH2:16][CH2:17][CH2:18][CH2:19][CH2:20][CH2:21][CH2:22][CH2:23][CH3:24].C(Cl)CCl.CI. The catalyst is C(Cl)Cl. The product is [CH2:1]([O:8][C:9](=[O:14])[C@@H:10]([CH2:12][OH:13])[NH:11][C:29](=[O:30])[CH2:28][C@H:27]([O:26][C:15](=[O:25])[CH2:16][CH2:17][CH2:18][CH2:19][CH2:20][CH2:21][CH2:22][CH2:23][CH3:24])[CH2:32][CH2:33][CH2:34][CH2:35][CH2:36][CH2:37][CH2:38][CH2:39][CH2:40][CH2:41][CH3:42])[C:2]1[CH:7]=[CH:6][CH:5]=[CH:4][CH:3]=1. The yield is 0.910.